From a dataset of Reaction yield outcomes from USPTO patents with 853,638 reactions. Predict the reaction yield, written as a fraction of the theoretical maximum amount of product (1.0 means a 100% yield; for example, 0.34 means a 34% yield). The reactants are [C:1](Cl)(=[O:3])[CH3:2].[NH2:5][C:6]1[CH:36]=[CH:35][C:9]2[N:10]=[C:11]([NH:13][C:14]3[CH:19]=[C:18]([CH2:20][C:21]4[CH:26]=[CH:25][CH:24]=[CH:23][CH:22]=4)[N:17]=[C:16]([NH:27][C@H:28]4[CH2:33][CH2:32][C@H:31]([OH:34])[CH2:30][CH2:29]4)[N:15]=3)[S:12][C:8]=2[CH:7]=1.C(N(C(C)C)C(C)C)C. The catalyst is O1CCCC1. The product is [OH:34][C@H:31]1[CH2:30][CH2:29][C@H:28]([NH:27][C:16]2[N:15]=[C:14]([NH:13][C:11]3[S:12][C:8]4[CH:7]=[C:6]([NH:5][C:1](=[O:3])[CH3:2])[CH:36]=[CH:35][C:9]=4[N:10]=3)[CH:19]=[C:18]([CH2:20][C:21]3[CH:22]=[CH:23][CH:24]=[CH:25][CH:26]=3)[N:17]=2)[CH2:33][CH2:32]1. The yield is 0.130.